From a dataset of Peptide-MHC class II binding affinity with 134,281 pairs from IEDB. Regression. Given a peptide amino acid sequence and an MHC pseudo amino acid sequence, predict their binding affinity value. This is MHC class II binding data. (1) The peptide sequence is LLDILDTAGLEEYSAMRD. The MHC is DRB1_0401 with pseudo-sequence DRB1_0401. The binding affinity (normalized) is 0.455. (2) The peptide sequence is ATMYYKDVTVSQVWF. The MHC is DRB1_0101 with pseudo-sequence DRB1_0101. The binding affinity (normalized) is 0.576. (3) The peptide sequence is EDLVRAYHSMSSTHE. The MHC is HLA-DPA10103-DPB10401 with pseudo-sequence HLA-DPA10103-DPB10401. The binding affinity (normalized) is 0.172. (4) The peptide sequence is TPEKEEPTAAPAEPE. The MHC is HLA-DPA10201-DPB10101 with pseudo-sequence HLA-DPA10201-DPB10101. The binding affinity (normalized) is 0.0490. (5) The peptide sequence is HEMNNGGDAMYMALI. The MHC is DRB1_1301 with pseudo-sequence DRB1_1301. The binding affinity (normalized) is 0.324. (6) The peptide sequence is AEMVIHHQHVQDCDE. The MHC is DRB1_1301 with pseudo-sequence DRB1_1301. The binding affinity (normalized) is 0.577. (7) The peptide sequence is GELQIVDKIDAAWKI. The MHC is DRB3_0101 with pseudo-sequence DRB3_0101. The binding affinity (normalized) is 0.726.